From a dataset of Peptide-MHC class II binding affinity with 134,281 pairs from IEDB. Regression. Given a peptide amino acid sequence and an MHC pseudo amino acid sequence, predict their binding affinity value. This is MHC class II binding data. The peptide sequence is ENVKMEDVGYPIIID. The MHC is DRB1_0405 with pseudo-sequence DRB1_0405. The binding affinity (normalized) is 0.205.